From a dataset of Full USPTO retrosynthesis dataset with 1.9M reactions from patents (1976-2016). Predict the reactants needed to synthesize the given product. (1) The reactants are: [C:1]1([C:7]2[CH:12]=[C:11]([CH:13]([CH2:16][OH:17])[CH2:14][OH:15])[CH:10]=[CH:9][C:8]=2[NH:18][C:19]([C:21]2[N:22]([CH2:28][O:29][CH2:30][CH2:31][Si:32]([CH3:35])([CH3:34])[CH3:33])[CH:23]=[C:24]([C:26]#[N:27])[N:25]=2)=[O:20])[CH2:6][CH2:5][CH2:4][CH2:3][CH:2]=1.CCN(CC)CC.[CH3:43][S:44](Cl)(=[O:46])=[O:45]. Given the product [C:26]([C:24]1[N:25]=[C:21]([C:19]([NH:18][C:8]2[CH:9]=[CH:10][C:11]([CH:13]([CH2:14][O:15][S:44]([CH3:43])(=[O:46])=[O:45])[CH2:16][O:17][S:44]([CH3:43])(=[O:46])=[O:45])=[CH:12][C:7]=2[C:1]2[CH2:6][CH2:5][CH2:4][CH2:3][CH:2]=2)=[O:20])[N:22]([CH2:28][O:29][CH2:30][CH2:31][Si:32]([CH3:34])([CH3:33])[CH3:35])[CH:23]=1)#[N:27], predict the reactants needed to synthesize it. (2) Given the product [Cl:16][C:17]1[CH:22]=[CH:21][C:20]([N:13]2[CH:14]=[C:10]([C:9]#[C:8][C:4]3[CH:5]=[CH:6][CH:7]=[C:2]([Cl:1])[CH:3]=3)[N:11]=[C:12]2[CH3:15])=[CH:19][N:18]=1, predict the reactants needed to synthesize it. The reactants are: [Cl:1][C:2]1[CH:3]=[C:4]([C:8]#[C:9][C:10]2[N:11]=[C:12]([CH3:15])[NH:13][CH:14]=2)[CH:5]=[CH:6][CH:7]=1.[Cl:16][C:17]1[CH:22]=[CH:21][C:20](F)=[CH:19][N:18]=1. (3) Given the product [CH3:26][O:25][N:24]([CH3:23])[C:19]([C:17]1[CH:16]=[N:15][CH:14]=[N:13][CH:18]=1)=[O:21], predict the reactants needed to synthesize it. The reactants are: C(N1C=CN=C1)(N1C=CN=C1)=O.[N:13]1[CH:18]=[C:17]([C:19]([OH:21])=O)[CH:16]=[N:15][CH:14]=1.Cl.[CH3:23][NH:24][O:25][CH3:26]. (4) The reactants are: [C:1]([O:5][C:6]([N:8]1[CH2:13][CH2:12][O:11][CH:10]([C:14]2[CH:19]=[CH:18][C:17](Br)=[C:16]([F:21])[CH:15]=2)[CH2:9]1)=[O:7])([CH3:4])([CH3:3])[CH3:2].[F:22][C:23]([F:32])([F:31])[C:24]1[CH:25]=[N:26][C:27]([NH2:30])=[N:28][CH:29]=1. Given the product [C:1]([O:5][C:6]([N:8]1[CH2:13][CH2:12][O:11][CH:10]([C:14]2[CH:19]=[CH:18][C:17]([NH:30][C:27]3[N:26]=[CH:25][C:24]([C:23]([F:32])([F:22])[F:31])=[CH:29][N:28]=3)=[C:16]([F:21])[CH:15]=2)[CH2:9]1)=[O:7])([CH3:4])([CH3:3])[CH3:2], predict the reactants needed to synthesize it.